This data is from Forward reaction prediction with 1.9M reactions from USPTO patents (1976-2016). The task is: Predict the product of the given reaction. (1) Given the reactants Cl[CH2:2][C:3]1[S:4][CH:5]=[C:6]([C:8]([NH:10][C:11]2[CH:19]=[C:18]([C:20]3[CH:21]=[N:22][C:23]([Cl:31])=[C:24]([NH:26][S:27]([CH3:30])(=[O:29])=[O:28])[CH:25]=3)[CH:17]=[C:16]3[C:12]=2[CH:13]=[N:14][N:15]3S(C2C=CC=CC=2)(=O)=O)=[O:9])[N:7]=1.[NH:41]1[CH2:46][CH2:45][O:44][CH2:43][CH2:42]1.CCN(C(C)C)C(C)C.[I-].[Na+].C[Si](C)(C)[O-].[K+], predict the reaction product. The product is: [CH:8]([OH:9])=[O:44].[Cl:31][C:23]1[N:22]=[CH:21][C:20]([C:18]2[CH:17]=[C:16]3[C:12]([CH:13]=[N:14][NH:15]3)=[C:11]([NH:10][C:8]([C:6]3[N:7]=[C:3]([CH2:2][N:41]4[CH2:46][CH2:45][O:44][CH2:43][CH2:42]4)[S:4][CH:5]=3)=[O:9])[CH:19]=2)=[CH:25][C:24]=1[NH:26][S:27]([CH3:30])(=[O:29])=[O:28]. (2) Given the reactants [C:1]([C:3]1[CH:8]=[CH:7][C:6]([CH:9]2[C:18]3[C:17](=[O:19])[NH:16][CH:15]=[C:14]([CH3:20])[C:13]=3[NH:12][C:11]([CH3:21])=[C:10]2[C:22]([O:24][CH2:25][CH2:26][C:27]#[N:28])=[O:23])=[C:5]([O:29][CH3:30])[CH:4]=1)#[N:2].C(OCC)(OCC)O[CH2:33][CH3:34], predict the reaction product. The product is: [C:1]([C:3]1[CH:8]=[CH:7][C:6]([CH:9]2[C:18]3[C:13](=[C:14]([CH3:20])[CH:15]=[N:16][C:17]=3[O:19][CH2:33][CH3:34])[NH:12][C:11]([CH3:21])=[C:10]2[C:22]([O:24][CH2:25][CH2:26][C:27]#[N:28])=[O:23])=[C:5]([O:29][CH3:30])[CH:4]=1)#[N:2].